This data is from Catalyst prediction with 721,799 reactions and 888 catalyst types from USPTO. The task is: Predict which catalyst facilitates the given reaction. (1) Reactant: [CH2:1]([C:3]1[CH:4]=[C:5]([OH:9])[CH:6]=[CH:7][CH:8]=1)[CH3:2].[OH:10][C:11]1(O)[C:19](=[O:20])[C:18]2[C:13](=[CH:14][CH:15]=[C:16]([OH:21])[CH:17]=2)[C:12]1=[O:22]. Product: [CH2:1]([C:3]1[CH:4]=[C:5]2[C:6](=[CH:7][CH:8]=1)[C:11]1([OH:10])[C:19](=[O:20])[C:18]3[C:13]([C:12]1([OH:22])[O:9]2)=[CH:14][CH:15]=[C:16]([OH:21])[CH:17]=3)[CH3:2]. The catalyst class is: 15. (2) Reactant: [CH3:1][C:2]([S:5]([N:8]1[CH:17]2[CH:9]1[CH2:10][C:11]1([CH2:16]2)[O:15][CH2:14][CH2:13][O:12]1)(=[O:7])=[O:6])([CH3:4])[CH3:3].Cl([O-])(=O)(=O)=O.[Li+].[C:24]1([C@H:30]([NH2:32])[CH3:31])[CH:29]=[CH:28][CH:27]=[CH:26][CH:25]=1.O. Product: [CH3:4][C:2]([S:5]([NH:8][CH:17]1[CH:9]([NH:32][C@@H:30]([C:24]2[CH:29]=[CH:28][CH:27]=[CH:26][CH:25]=2)[CH3:31])[CH2:10][C:11]2([O:15][CH2:14][CH2:13][O:12]2)[CH2:16]1)(=[O:6])=[O:7])([CH3:1])[CH3:3]. The catalyst class is: 10. (3) Reactant: [CH2:1]([O:3][CH:4]([O:11][CH2:12][CH3:13])[C:5](=[O:10])[CH:6]=[C:7]([CH3:9])[CH3:8])C.C(O)CCO.C1(C)C=CC(S(O)(=O)=O)=CC=1.C([O-])(O)=O.[Na+]. Product: [O:3]1[CH2:1][CH2:13][CH2:12][O:11][CH:4]1[C:5](=[O:10])[CH:6]=[C:7]([CH3:8])[CH3:9]. The catalyst class is: 48. (4) Reactant: COC1C=CC(C[NH:8][C:9]2[CH:14]=[C:13]([N:15]3[CH:19]=[N:18][C:17]([NH:20][C:21]4[CH:26]=[CH:25][CH:24]=[CH:23][CH:22]=4)=[N:16]3)[CH:12]=[CH:11][N:10]=2)=CC=1.C(O)(=O)C. Product: [C:21]1([NH:20][C:17]2[N:18]=[CH:19][N:15]([C:13]3[CH:12]=[CH:11][N:10]=[C:9]([NH2:8])[CH:14]=3)[N:16]=2)[CH:22]=[CH:23][CH:24]=[CH:25][CH:26]=1. The catalyst class is: 67. (5) Reactant: C([O:8][C:9]1[CH:14]=[CH:13][C:12]([C:15]2[O:19][N:18]=[C:17]([C:20]3[CH:25]=[CH:24][CH:23]=[CH:22][CH:21]=3)[N:16]=2)=[CH:11][CH:10]=1)C1C=CC=CC=1. Product: [C:20]1([C:17]2[N:16]=[C:15]([C:12]3[CH:11]=[CH:10][C:9]([OH:8])=[CH:14][CH:13]=3)[O:19][N:18]=2)[CH:21]=[CH:22][CH:23]=[CH:24][CH:25]=1. The catalyst class is: 403.